From a dataset of Peptide-MHC class II binding affinity with 134,281 pairs from IEDB. Regression. Given a peptide amino acid sequence and an MHC pseudo amino acid sequence, predict their binding affinity value. This is MHC class II binding data. (1) The peptide sequence is NRFSYIPNGALKFVD. The MHC is DRB1_1302 with pseudo-sequence DRB1_1302. The binding affinity (normalized) is 0.862. (2) The peptide sequence is GEYQIVDKIDAAFKI. The MHC is DRB1_1201 with pseudo-sequence DRB1_1201. The binding affinity (normalized) is 0.577. (3) The peptide sequence is LANAGRSSGSRRPLG. The MHC is DRB1_0802 with pseudo-sequence DRB1_0802. The binding affinity (normalized) is 0.135. (4) The peptide sequence is SPQSAPTGYRYD. The MHC is H-2-IAs with pseudo-sequence H-2-IAs. The binding affinity (normalized) is 0. (5) The peptide sequence is LRYYRITYGETGGNS. The MHC is DRB1_1501 with pseudo-sequence DRB1_1501. The binding affinity (normalized) is 0.479.